Dataset: Full USPTO retrosynthesis dataset with 1.9M reactions from patents (1976-2016). Task: Predict the reactants needed to synthesize the given product. (1) Given the product [CH3:24][S:21]([O:14][CH2:13][CH2:12][C:3]1[CH:4]=[CH:5][C:6]([C:10]#[N:11])=[C:7]([O:8][CH3:9])[C:2]=1[Cl:1])(=[O:23])=[O:22], predict the reactants needed to synthesize it. The reactants are: [Cl:1][C:2]1[C:7]([O:8][CH3:9])=[C:6]([C:10]#[N:11])[CH:5]=[CH:4][C:3]=1[CH2:12][CH2:13][OH:14].N1C=CC=CC=1.[S:21](Cl)([CH3:24])(=[O:23])=[O:22]. (2) Given the product [C:1]([O:5][C:6]([N:8]1[CH2:13][CH2:12][CH2:11][CH2:10][CH:9]1[CH2:14][NH:15][C:17]1[CH:26]=[CH:25][C:24]2[C:19](=[CH:20][CH:21]=[CH:22][CH:23]=2)[N:18]=1)=[O:7])([CH3:4])([CH3:3])[CH3:2], predict the reactants needed to synthesize it. The reactants are: [C:1]([O:5][C:6]([N:8]1[CH2:13][CH2:12][CH2:11][CH2:10][CH:9]1[CH2:14][NH2:15])=[O:7])([CH3:4])([CH3:3])[CH3:2].Cl[C:17]1[CH:26]=[CH:25][C:24]2[C:19](=[CH:20][CH:21]=[CH:22][CH:23]=2)[N:18]=1. (3) The reactants are: C[O:2][C:3]1[CH:30]=[CH:29][C:6]([O:7][C:8]2[CH:13]=[CH:12][C:11]([C:14](=[O:28])[CH2:15][CH2:16][C:17]([NH:19][CH2:20][CH2:21][C:22]3[CH:27]=[CH:26][CH:25]=[CH:24][N:23]=3)=[O:18])=[CH:10][CH:9]=2)=[CH:5][CH:4]=1.C(=O)=O.CC(C)=O.B(Br)(Br)Br. Given the product [OH:2][C:3]1[CH:4]=[CH:5][C:6]([O:7][C:8]2[CH:9]=[CH:10][C:11]([C:14](=[O:28])[CH2:15][CH2:16][C:17]([NH:19][CH2:20][CH2:21][C:22]3[CH:27]=[CH:26][CH:25]=[CH:24][N:23]=3)=[O:18])=[CH:12][CH:13]=2)=[CH:29][CH:30]=1, predict the reactants needed to synthesize it. (4) Given the product [Cl:27][C:14]1[CH:15]=[C:16]2[C:11](=[CH:12][CH:13]=1)[N:10]=[C:9]([N:28]1[CH2:33][CH2:32][CH2:31][CH2:30][CH2:29]1)[C:8]([C:6]([OH:7])=[O:5])=[C:17]2[C:18]1[CH:23]=[CH:22][CH:21]=[C:20]([CH:24]([CH3:26])[CH3:25])[CH:19]=1, predict the reactants needed to synthesize it. The reactants are: C([O:5][C:6]([C:8]1[C:9]([N:28]2[CH2:33][CH2:32][CH2:31][CH2:30][CH2:29]2)=[N:10][C:11]2[C:16]([C:17]=1[C:18]1[CH:23]=[CH:22][CH:21]=[C:20]([CH:24]([CH3:26])[CH3:25])[CH:19]=1)=[CH:15][C:14]([Cl:27])=[CH:13][CH:12]=2)=[O:7])(C)(C)C.Cl. (5) Given the product [Br:18][C:13]1[CH:12]=[CH:11][C:10]2[N:9]([CH2:19][CH:20]([OH:24])[CH2:21][NH:22][C:26]3[CH:27]=[N:28][CH:29]=[CH:30][CH:31]=3)[C:8]3[C:16]([C:15]=2[CH:14]=1)=[CH:17][C:5]([Br:4])=[CH:6][CH:7]=3, predict the reactants needed to synthesize it. The reactants are: O[Li].O.[Br:4][C:5]1[CH:6]=[CH:7][C:8]2[N:9]([CH2:19][CH:20]3[O:24]C(=O)[N:22]([C:26]4[CH:27]=[N:28][CH:29]=[CH:30][CH:31]=4)[CH2:21]3)[C:10]3[C:15]([C:16]=2[CH:17]=1)=[CH:14][C:13]([Br:18])=[CH:12][CH:11]=3.